This data is from Drug-target binding data from BindingDB using IC50 measurements. The task is: Regression. Given a target protein amino acid sequence and a drug SMILES string, predict the binding affinity score between them. We predict pIC50 (pIC50 = -log10(IC50 in M); higher means more potent). Dataset: bindingdb_ic50. (1) The small molecule is NC(=N[N+](=O)[O-])NCCC[C@H](N)C(=O)O. The target protein (Q9Z0J4) has sequence MEEHTFGVQQIQPNVISVRLFKRKVGGLGFLVKERVSKPPVIISDLIRGGAAEQSGLIQAGDIILAVNDRPLVDLSYDSALEVLRGIASETHVVLILRGPEGFTTHLETTFTGDGTPKTIRVTQPLGTPTKAVDLSRQPSASKDQPLAVDRVPGPSNGPQHAQGRGQGAGSVSQANGVAIDPTMKNTKANLQDSGEQDELLKEIEPVLSILTGGGKAVNRGGPAKAEMKDTGIQVDRDLDGKLHKAPPLGGENDRVFNDLWGKGNVPVVLNNPYSENEQSPASGKQSPTKNGSPSRCPRFLKVKNWETDVVLTDTLHLKSTLETGCTEQICMGSIMLPSHHIRKSEDVRTKDQLFPLAKEFLDQYYSSIKRFGSKAHMDRLEEVNKEIESTSTYQLKDTELIYGAKHAWRNASRCVGRIQWSKLQVFDARDCTTAHGMFNYICNHVKYATNKGNLRSAITIFPQRTDGKHDFRVWNSQLIRYAGYKQPDGSTLGDPANVE.... The pIC50 is 6.3. (2) The compound is CC(C)n1cnc2c(Nc3cccc(Cl)c3)nc(NCCO)nc21. The target protein (P00546) has sequence MSGELANYKRLEKVGEGTYGVVYKALDLRPGQGQRVVALKKIRLESEDEGVPSTAIREISLLKELKDDNIVRLYDIVHSDAHKLYLVFEFLDLDLKRYMEGIPKDQPLGADIVKKFMMQLCKGIAYCHSHRILHRDLKPQNLLINKDGNLKLGDFGLARAFGVPLRAYTHEIVTLWYRAPEVLLGGKQYSTGVDTWSIGCIFAEMCNRKPIFSGDSEIDQIFKIFRVLGTPNEAIWPDIVYLPDFKPSFPQWRRKDLSQVVPSLDPRGIDLLDKLLAYDPINRISARRAAIHPYFQES. The pIC50 is 5.2. (3) The compound is CCCC[C@H](NC(=O)O[C@H](Cn1ccc(-c2ccc(C(F)(F)F)cc2)n1)C(C)(C)C)C(=O)CNc1cccc(F)n1. The target protein (P43235) has sequence MWGLKVLLLPVVSFALYPEEILDTHWELWKKTHRKQYNNKVDEISRRLIWEKNLKYISIHNLEASLGVHTYELAMNHLGDMTSEEVVQKMTGLKVPLSHSRSNDTLYIPEWEGRAPDSVDYRKKGYVTPVKNQGQCGSCWAFSSVGALEGQLKKKTGKLLNLSPQNLVDCVSENDGCGGGYMTNAFQYVQKNRGIDSEDAYPYVGQEESCMYNPTGKAAKCRGYREIPEGNEKALKRAVARVGPVSVAIDASLTSFQFYSKGVYYDESCNSDNLNHAVLAVGYGIQKGNKHWIIKNSWGENWGNKGYILMARNKNNACGIANLASFPKM. The pIC50 is 8.7. (4) The compound is Cc1n[nH]c2ccc(-c3cncc(OC[C@@H](N)Cc4cccc(OCCN)c4)c3)cc12. The target protein sequence is AKPKHRVTMNEFEYLKLLGKGTFGKVILVKEKATGRYYAMKILKKEVIVAKDEVAHTLTENRVLQNSRHPFLTALKYSFQTHDRLCFVMEYANGGELFFHLSRERVFSEDRARFYGAEIVSALDYLHSEKNVVYRDLKLENLMLDKDGHIKITDFGLCKEGIKDGATMKTFCGTPEYLAPEVLEDNDYGRAVDWWGLGVVMYEMMCGRLPFYNQDHEKLFELILMEEIRFPRTLGPEAKALLAGLLKKDPKQRLGGGSEDAKEIMQHRFFAGIVWQHVYEKKLSPPFKPQVTSETDTRYFDEEFTAQMITIDPPDQDDSMECVDSERRPHFPQFDYSASGTA. The pIC50 is 7.3. (5) The drug is Cc1ccc(-n2c(=O)sn(C)c2=O)cc1. The target is XTSFAESXKPVQQPSAFGS. The pIC50 is 5.3.